This data is from Full USPTO retrosynthesis dataset with 1.9M reactions from patents (1976-2016). The task is: Predict the reactants needed to synthesize the given product. (1) Given the product [S:42]1[CH:46]=[CH:45][C:44]([S:47]([O:1][C:2]2[CH:10]=[CH:9][C:8]([C:11]3[N:12]([C:27]([O:29][C:30]([CH3:31])([CH3:33])[CH3:32])=[O:28])[C:13]4[C:18]([CH:19]=3)=[CH:17][C:16]([CH2:20][N:21]3[CH2:26][CH2:25][CH2:24][CH2:23][CH2:22]3)=[CH:15][CH:14]=4)=[C:7]3[C:3]=2[CH2:4][NH:5][C:6]3=[O:34])(=[O:49])=[O:48])=[CH:43]1, predict the reactants needed to synthesize it. The reactants are: [OH:1][C:2]1[CH:10]=[CH:9][C:8]([C:11]2[N:12]([C:27]([O:29][C:30]([CH3:33])([CH3:32])[CH3:31])=[O:28])[C:13]3[C:18]([CH:19]=2)=[CH:17][C:16]([CH2:20][N:21]2[CH2:26][CH2:25][CH2:24][CH2:23][CH2:22]2)=[CH:15][CH:14]=3)=[C:7]2[C:3]=1[CH2:4][NH:5][C:6]2=[O:34].C(N(CC)CC)C.[S:42]1[CH:46]=[CH:45][C:44]([S:47](Cl)(=[O:49])=[O:48])=[CH:43]1. (2) The reactants are: [Cl:1][C:2]1[CH:3]=[C:4]2[C:9](=[CH:10][CH:11]=1)[NH:8][C:7](=[O:12])[C:6]([C:13](Cl)=[O:14])=[C:5]2[C:16]1[CH:21]=[CH:20][CH:19]=[CH:18][CH:17]=1.[NH2:22][C@H:23]([CH2:28][OH:29])[CH2:24][CH:25]([CH3:27])[CH3:26].C(Cl)(Cl)Cl. Given the product [OH:29][CH2:28][CH:23]([NH:22][C:13]([C:6]1[C:7](=[O:12])[NH:8][C:9]2[C:4]([C:5]=1[C:16]1[CH:21]=[CH:20][CH:19]=[CH:18][CH:17]=1)=[CH:3][C:2]([Cl:1])=[CH:11][CH:10]=2)=[O:14])[CH2:24][CH:25]([CH3:27])[CH3:26], predict the reactants needed to synthesize it. (3) Given the product [Cl:32][C:10]1[CH:9]=[C:8]([OH:7])[CH:13]=[CH:12][C:11]=1[NH:14][C:15]([C:17]1[N:21]=[C:20]([C:22]([Cl:23])([Cl:25])[Cl:24])[N:19]([C:26]2[CH:27]=[CH:28][CH:29]=[CH:30][CH:31]=2)[N:18]=1)=[O:16], predict the reactants needed to synthesize it. The reactants are: C(=O)([O:7][C:8]1[CH:13]=[CH:12][C:11]([NH:14][C:15]([C:17]2[N:21]=[C:20]([C:22]([Cl:25])([Cl:24])[Cl:23])[N:19]([C:26]3[CH:31]=[CH:30][CH:29]=[CH:28][CH:27]=3)[N:18]=2)=[O:16])=[C:10]([Cl:32])[CH:9]=1)OC(C)(C)C.Cl. (4) Given the product [F:33][C:29]1[CH:30]=[CH:31][CH:32]=[C:2]([F:1])[C:3]=1[C:4]([NH:6][C:7]1[CH:8]=[CH:9][C:10]([C:13]2[O:14][C:17]([NH:19][CH2:20][CH2:21][CH2:22][N:23]3[CH2:24][CH2:25][O:34][CH2:27][CH2:28]3)=[N:16][N:15]=2)=[CH:11][CH:12]=1)=[O:5], predict the reactants needed to synthesize it. The reactants are: [F:1][C:2]1[CH:32]=[CH:31][CH:30]=[C:29]([F:33])[C:3]=1[C:4]([NH:6][C:7]1[CH:12]=[CH:11][C:10]([C:13]([NH:15][NH:16][C:17]([NH:19][CH2:20][CH2:21][CH2:22][N:23]2[CH2:28][CH2:27]C[CH2:25][CH2:24]2)=S)=[O:14])=[CH:9][CH:8]=1)=[O:5].[OH-:34].[Na+]. (5) Given the product [CH:36]1([C:21]2[C:20]([CH:16]([O:15][C:12]3[CH:13]=[CH:14][C:9]([O:8][CH2:7][C:6]([OH:40])=[O:5])=[C:10]([CH3:39])[CH:11]=3)[CH2:17][CH2:18][CH3:19])=[CH:25][N:24]=[C:23]([C:26]3[CH:31]=[CH:30][C:29]([C:32]([F:34])([F:35])[F:33])=[CH:28][CH:27]=3)[N:22]=2)[CH2:38][CH2:37]1, predict the reactants needed to synthesize it. The reactants are: C([O:5][C:6](=[O:40])[CH2:7][O:8][C:9]1[CH:14]=[CH:13][C:12]([O:15][CH:16]([C:20]2[C:21]([CH:36]3[CH2:38][CH2:37]3)=[N:22][C:23]([C:26]3[CH:31]=[CH:30][C:29]([C:32]([F:35])([F:34])[F:33])=[CH:28][CH:27]=3)=[N:24][CH:25]=2)[CH2:17][CH2:18][CH3:19])=[CH:11][C:10]=1[CH3:39])(C)(C)C.[OH-].[Li+]. (6) Given the product [F:1][C:34]1[CH:53]=[CH:52][C:37]([O:38][C:39]2[CH:44]=[CH:43][CH:42]=[CH:41][C:40]=2[CH2:45][CH:46]2[CH2:51][CH2:50][NH:49][CH2:48][CH2:47]2)=[CH:36][CH:35]=1, predict the reactants needed to synthesize it. The reactants are: [F:1]C(F)(F)C1C=CC(OC2C=CC=CC=2CC2CCNCC2)=CC=1.Cl.C([C:34]1[CH:53]=[CH:52][C:37]([O:38][C:39]2[CH:44]=[CH:43][CH:42]=[CH:41][C:40]=2[CH2:45][CH:46]2[CH2:51][CH2:50][NH:49][CH2:48][CH2:47]2)=[CH:36][CH:35]=1)(=O)C1C=CC=CC=1. (7) Given the product [CH2:24]([O:27][CH:28]1[CH2:33][CH2:32][N:31]([CH2:2][CH2:3][CH2:4][N:5]2[C:14]3[C:9](=[CH:10][CH:11]=[CH:12][CH:13]=3)[CH:8]=[CH:7][C:6]2=[O:15])[CH2:30][CH2:29]1)[CH:25]=[CH2:26], predict the reactants needed to synthesize it. The reactants are: Cl[CH2:2][CH2:3][CH2:4][N:5]1[C:14]2[C:9](=[CH:10][CH:11]=[CH:12][CH:13]=2)[CH:8]=[CH:7][C:6]1=[O:15].[Na+].[I-].C([O-])([O-])=O.[K+].[K+].[CH2:24]([O:27][CH:28]1[CH2:33][CH2:32][NH:31][CH2:30][CH2:29]1)[CH:25]=[CH2:26]. (8) Given the product [CH2:8]([C:15]1([OH:29])[CH2:28][C:17]2([CH2:20][NH:19][CH2:18]2)[CH2:16]1)[C:9]1[CH:10]=[CH:11][CH:12]=[CH:13][CH:14]=1, predict the reactants needed to synthesize it. The reactants are: FC(F)(F)C(O)=O.[CH2:8]([C:15]1([OH:29])[CH2:28][C:17]2([CH2:20][N:19](C(OC(C)(C)C)=O)[CH2:18]2)[CH2:16]1)[C:9]1[CH:14]=[CH:13][CH:12]=[CH:11][CH:10]=1. (9) Given the product [CH2:43]([S:40]([N:37]1[CH2:38][CH2:39][N:34]([CH2:33][C:30]2[CH:31]=[CH:32][C:27]([NH:26][C:25]([C:22]3[CH:23]=[CH:24][C:19]([C:10]4[CH:9]=[C:8]([NH2:7])[CH:13]=[CH:12][C:11]=4[O:14][C:15]([F:17])([F:18])[F:16])=[CH:20][CH:21]=3)=[O:46])=[CH:28][CH:29]=2)[CH2:35][CH2:36]1)(=[O:41])=[O:42])[CH2:44][CH3:45], predict the reactants needed to synthesize it. The reactants are: C(OC(=O)[NH:7][C:8]1[CH:9]=[C:10]([C:19]2[CH:24]=[CH:23][C:22]([C:25](=[O:46])[NH:26][C:27]3[CH:32]=[CH:31][C:30]([CH2:33][N:34]4[CH2:39][CH2:38][N:37]([S:40]([CH2:43][CH2:44][CH3:45])(=[O:42])=[O:41])[CH2:36][CH2:35]4)=[CH:29][CH:28]=3)=[CH:21][CH:20]=2)[C:11]([O:14][C:15]([F:18])([F:17])[F:16])=[CH:12][CH:13]=1)(C)(C)C.